From a dataset of hERG Central: cardiac toxicity at 1µM, 10µM, and general inhibition. Predict hERG channel inhibition at various concentrations. (1) The compound is CCn1cc(-c2nnnn2-c2ccc(Cl)cc2)c(=O)c2ccccc21. Results: hERG_inhib (hERG inhibition (general)): blocker. (2) The molecule is OCC1(CCc2ccccc2)CCCN(CCCc2ccccc2)C1. Results: hERG_inhib (hERG inhibition (general)): blocker. (3) The drug is CCCn1c(N2CCN(CC(=O)Nc3ccc4c(c3)OCCO4)CC2)nc2ccccc21.Cl. Results: hERG_inhib (hERG inhibition (general)): blocker. (4) The drug is Cc1cc(C)c2cc(C(=O)N3CCC(N4CCCCC4)CC3)[nH]c2c1. Results: hERG_inhib (hERG inhibition (general)): blocker. (5) The drug is CCOc1cccc2sc(N(CCN(CC)CC)C(=O)c3cccc([N+](=O)[O-])c3)nc12.Cl. Results: hERG_inhib (hERG inhibition (general)): blocker. (6) The molecule is CC(C)OCCCn1c(=O)c2ccccc2n2c(CCC(=O)N3CCN(c4ccccn4)CC3)nnc12. Results: hERG_inhib (hERG inhibition (general)): blocker.